From a dataset of Catalyst prediction with 721,799 reactions and 888 catalyst types from USPTO. Predict which catalyst facilitates the given reaction. Reactant: [Cl:1][C:2]1[N:3]=[C:4](Cl)[C:5]2[S:10][CH:9]=[CH:8][C:6]=2[N:7]=1.C([O-])(O)=O.[Na+]. Product: [Cl:1][C:2]1[N:3]=[CH:4][C:5]2[S:10][CH:9]=[CH:8][C:6]=2[N:7]=1. The catalyst class is: 50.